This data is from Catalyst prediction with 721,799 reactions and 888 catalyst types from USPTO. The task is: Predict which catalyst facilitates the given reaction. (1) Reactant: [NH:1]1[CH2:5][CH2:4][CH2:3][CH2:2]1.Cl[C:7]1[CH:16]=[C:15]([CH3:17])[C:14]2[C:9](=[CH:10][CH:11]=[C:12]([C:18]#[C:19][C:20]3[CH:25]=[CH:24][C:23]([C:26]4[CH:31]=[CH:30][C:29]([Cl:32])=[CH:28][CH:27]=4)=[CH:22][N:21]=3)[CH:13]=2)[N:8]=1. Product: [Cl:32][C:29]1[CH:28]=[CH:27][C:26]([C:23]2[CH:24]=[CH:25][C:20]([C:19]#[C:18][C:12]3[CH:13]=[C:14]4[C:9](=[CH:10][CH:11]=3)[N:8]=[C:7]([N:1]3[CH2:5][CH2:4][CH2:3][CH2:2]3)[CH:16]=[C:15]4[CH3:17])=[N:21][CH:22]=2)=[CH:31][CH:30]=1. The catalyst class is: 12. (2) Reactant: C([O:3][CH2:4][CH2:5][O:6][NH:7][C:8]([C:10]1[CH:11]=[CH:12][C:13]2[N:14]([CH:25]=[N:26][CH:27]=2)[C:15]=1[NH:16][C:17]1[CH:22]=[CH:21][C:20]([I:23])=[CH:19][C:18]=1[F:24])=[O:9])=C.Cl. Product: [OH:3][CH2:4][CH2:5][O:6][NH:7][C:8]([C:10]1[CH:11]=[CH:12][C:13]2[N:14]([CH:25]=[N:26][CH:27]=2)[C:15]=1[NH:16][C:17]1[CH:22]=[CH:21][C:20]([I:23])=[CH:19][C:18]=1[F:24])=[O:9]. The catalyst class is: 5.